Dataset: HIV replication inhibition screening data with 41,000+ compounds from the AIDS Antiviral Screen. Task: Binary Classification. Given a drug SMILES string, predict its activity (active/inactive) in a high-throughput screening assay against a specified biological target. (1) The drug is CCN(CC)c1c(-c2c(OC(C)C)c(=O)c2=O)c(=O)n2ccsc2c1OC(C)=O. The result is 0 (inactive). (2) The compound is CCC(C)C(NC(=O)C(N)CCCCN)C(=O)NC(CCC(=O)O)C(=O)NC(CO)C(=O)NC(C(=O)O)C(C)O. The result is 0 (inactive). (3) The compound is CCCCCCCCCCCCCCCCCCNc1nc(=O)n(C2CC(O)C(COP(=O)(O)OCC3CCC(n4ccc(=N)[nH]c4=O)O3)O2)cc1F. The result is 1 (active). (4) The molecule is c1ccc(N=C2c3ccccc3C3=NCCCN32)cc1. The result is 0 (inactive). (5) The molecule is Cc1ncc(C(N)=O)c2c1OC(C)(C)OC2. The result is 0 (inactive). (6) The compound is CC(C)c1nc2c(Cl)c3ncccc3cc2nc1O. The result is 0 (inactive).